Predict which catalyst facilitates the given reaction. From a dataset of Catalyst prediction with 721,799 reactions and 888 catalyst types from USPTO. (1) Product: [C:1]([N:3]=[C:4]([N:44]1[CH2:45][CH2:46][CH2:47][C@@H:42]([C@:34]([OH:41])([C:30]2[CH:29]=[CH:28][CH:33]=[CH:32][CH:31]=2)[CH2:35][CH2:36][CH2:37][CH2:38][O:39][CH3:40])[CH2:43]1)[NH:6][C@@H:7]([CH2:20][CH:21]1[CH2:26][CH2:25][CH2:24][CH2:23][CH2:22]1)[CH2:8][N:9]([CH3:19])[C:10]([O:12][CH2:13][CH2:14][Si:15]([CH3:18])([CH3:17])[CH3:16])=[O:11])#[N:2]. The catalyst class is: 215. Reactant: [C:1]([NH:3][C:4]([NH:6][C@@H:7]([CH2:20][CH:21]1[CH2:26][CH2:25][CH2:24][CH2:23][CH2:22]1)[CH2:8][N:9]([CH3:19])[C:10]([O:12][CH2:13][CH2:14][Si:15]([CH3:18])([CH3:17])[CH3:16])=[O:11])=S)#[N:2].Cl[C:28]1[CH:29]=[C:30]([C@:34]([C@@H:42]2[CH2:47][CH2:46][CH2:45][NH:44][CH2:43]2)([OH:41])[CH2:35][CH2:36][CH2:37][CH2:38][O:39][CH3:40])[CH:31]=[CH:32][CH:33]=1.C(Cl)CCl. (2) Reactant: [OH:1][CH2:2][CH:3]([CH2:5][OH:6])[OH:4].[C:7]([OH:14])(=[O:13])/[CH:8]=[CH:9]\[C:10]([OH:12])=[O:11]. Product: [OH:1][CH2:2][CH:3]([CH2:5][OH:6])[OH:4].[C:7]([OH:14])(=[O:13])/[CH:8]=[CH:9]\[C:10]([OH:12])=[O:11]. The catalyst class is: 21. (3) Reactant: [C:1]([C:5]1[CH:6]=[C:7]([NH:26][C:27]([NH:29][C@@H:30]2[C:39]3[C:34](=[CH:35][CH:36]=[CH:37][CH:38]=3)[C@H:33]([O:40][C:41]3[CH:42]=[CH:43][C:44]4[N:45]([C:47]([N:50]5[CH2:55][CH2:54][CH2:53][CH2:52][CH2:51]5)=[N:48][N:49]=4)[CH:46]=3)[CH2:32][CH2:31]2)=[O:28])[N:8]([C:10]2[CH:15]=[CH:14][CH:13]=[C:12]([O:16][CH2:17][CH2:18][O:19]C3CCCCO3)[CH:11]=2)[N:9]=1)([CH3:4])([CH3:3])[CH3:2]. Product: [C:1]([C:5]1[CH:6]=[C:7]([NH:26][C:27]([NH:29][C@@H:30]2[C:39]3[C:34](=[CH:35][CH:36]=[CH:37][CH:38]=3)[C@H:33]([O:40][C:41]3[CH:42]=[CH:43][C:44]4[N:45]([C:47]([N:50]5[CH2:55][CH2:54][CH2:53][CH2:52][CH2:51]5)=[N:48][N:49]=4)[CH:46]=3)[CH2:32][CH2:31]2)=[O:28])[N:8]([C:10]2[CH:15]=[CH:14][CH:13]=[C:12]([O:16][CH2:17][CH2:18][OH:19])[CH:11]=2)[N:9]=1)([CH3:4])([CH3:2])[CH3:3]. The catalyst class is: 24. (4) Reactant: [BH4-].[Na+].[ClH:3].[CH2:4]1[C:13]2[C:8](=[CH:9][CH:10]=[CH:11][CH:12]=2)[CH2:7][CH2:6][N:5]1[C:14]1[N:15]=[C:16]([C:33](=[O:35])[CH3:34])[CH:17]=[C:18]2[C:22]([CH3:23])=[C:21]([CH3:24])[N:20]([CH2:25][C:26]3[CH:31]=[CH:30][CH:29]=[C:28]([F:32])[CH:27]=3)[C:19]=12.O. The catalyst class is: 5. Product: [ClH:3].[CH2:4]1[C:13]2[C:8](=[CH:9][CH:10]=[CH:11][CH:12]=2)[CH2:7][CH2:6][N:5]1[C:14]1[N:15]=[C:16]([CH:33]([OH:35])[CH3:34])[CH:17]=[C:18]2[C:22]([CH3:23])=[C:21]([CH3:24])[N:20]([CH2:25][C:26]3[CH:31]=[CH:30][CH:29]=[C:28]([F:32])[CH:27]=3)[C:19]=12. (5) Reactant: [H-].[Na+].[NH:3]1[CH:7]=[N:6][CH:5]=[N:4]1.Cl[C:9]1[C:13]2[CH:14]=[C:15]([CH:27]=[O:28])[C:16]([N:19]3[CH2:24][C@@H:23]([CH3:25])[O:22][C@H:21]([CH3:26])[CH2:20]3)=[C:17]([F:18])[C:12]=2[O:11][N:10]=1. Product: [CH3:26][C@@H:21]1[CH2:20][N:19]([C:16]2[C:15]([CH:27]=[O:28])=[CH:14][C:13]3[C:9]([N:3]4[CH:7]=[N:6][CH:5]=[N:4]4)=[N:10][O:11][C:12]=3[C:17]=2[F:18])[CH2:24][C@@H:23]([CH3:25])[O:22]1. The catalyst class is: 85. (6) Reactant: [B:10]1([B:10]2[O:14][C:13]([CH3:16])([CH3:15])[C:12]([CH3:18])([CH3:17])[O:11]2)[O:14][C:13]([CH3:16])([CH3:15])[C:12]([CH3:18])([CH3:17])[O:11]1.CC([O-])=O.[K+].CC(C1C=C(C(C)C)C(C2C=CC=CC=2P(C2CCCCC2)C2CCCCC2)=C(C(C)C)C=1)C.Cl[C:59]1[CH:60]=[C:61]([C:65]2[S:66][C:67]([CH3:70])=[CH:68][N:69]=2)[CH:62]=[CH:63][CH:64]=1. Product: [CH3:70][C:67]1[S:66][C:65]([C:61]2[CH:60]=[CH:59][CH:64]=[C:63]([B:10]3[O:11][C:12]([CH3:17])([CH3:18])[C:13]([CH3:15])([CH3:16])[O:14]3)[CH:62]=2)=[N:69][CH:68]=1. The catalyst class is: 62. (7) Reactant: [N:1]([CH2:4][CH2:5][O:6][CH2:7][C@H:8]1[O:12][N:11]=[C:10]([C:13]2[CH:18]=[CH:17][C:16]([Br:19])=[CH:15][N:14]=2)[CH2:9]1)=[N+]=[N-].CO.O.C1(P(C2C=CC=CC=2)C2C=CC=CC=2)C=CC=CC=1. Product: [Br:19][C:16]1[CH:17]=[CH:18][C:13]([C:10]2[CH2:9][C@@H:8]([CH2:7][O:6][CH2:5][CH2:4][NH2:1])[O:12][N:11]=2)=[N:14][CH:15]=1. The catalyst class is: 4. (8) Reactant: [CH3:1][N:2]([CH3:34])[C:3]([C:5]1[CH:6]=[C:7]([CH2:17][O:18][C:19]2[CH:24]=[CH:23][C:22]([CH2:25][CH2:26][C:27]([O:29]CC)=[O:28])=[C:21]([CH3:32])[C:20]=2[CH3:33])[C:8]2[O:12][C:11]([CH2:13][CH2:14][CH3:15])=[CH:10][C:9]=2[CH:16]=1)=[O:4].[Li+].[OH-]. Product: [CH3:34][N:2]([CH3:1])[C:3]([C:5]1[CH:6]=[C:7]([CH2:17][O:18][C:19]2[CH:24]=[CH:23][C:22]([CH2:25][CH2:26][C:27]([OH:29])=[O:28])=[C:21]([CH3:32])[C:20]=2[CH3:33])[C:8]2[O:12][C:11]([CH2:13][CH2:14][CH3:15])=[CH:10][C:9]=2[CH:16]=1)=[O:4]. The catalyst class is: 30. (9) Product: [Br:1][C:2]1[C:3]2[CH:4]=[CH:5][C:6]3[N:7]([CH:17]=[C:18]([C:19]([O:21][CH2:22][CH3:23])=[O:20])[N:15]=3)[C:8]=2[N:9]=[C:10]([CH:12]([CH3:13])[CH3:14])[CH:11]=1. Reactant: [Br:1][C:2]1[CH:11]=[C:10]([CH:12]([CH3:14])[CH3:13])[N:9]=[C:8]2[C:3]=1[CH:4]=[CH:5][C:6]([NH2:15])=[N:7]2.Br[CH2:17][C:18](=O)[C:19]([O:21][CH2:22][CH3:23])=[O:20].C(N(CC)C(C)C)(C)C. The catalyst class is: 8. (10) Reactant: [C:1]1([S:7]([N:10]2[C:14]3=[N:15][CH:16]=[C:17]([CH3:19])[CH:18]=[C:13]3[CH:12]=[CH:11]2)(=[O:9])=[O:8])[CH:6]=[CH:5][CH:4]=[CH:3][CH:2]=1.[CH2:20]([Li])[CH2:21][CH2:22][CH3:23].[CH3:25][CH2:26][CH2:27]CCC.C1(C=[O:37])CCCC1. Product: [C:1]1([S:7]([N:10]2[C:14]3=[N:15][CH:16]=[C:17]([CH3:19])[CH:18]=[C:13]3[CH:12]=[C:11]2[CH:20]([OH:37])[CH2:21][CH:22]2[CH2:23][CH2:27][CH2:26][CH2:25]2)(=[O:9])=[O:8])[CH:6]=[CH:5][CH:4]=[CH:3][CH:2]=1. The catalyst class is: 7.